From a dataset of Reaction yield outcomes from USPTO patents with 853,638 reactions. Predict the reaction yield, written as a fraction of the theoretical maximum amount of product (1.0 means a 100% yield; for example, 0.34 means a 34% yield). (1) The product is [CH3:30][O:29][C:27]1[N:26]=[CH:25][N:24]=[C:23]([NH:20][C:21]2[O:13][C@:5]3([CH2:4][N:3]=2)[CH:10]2[CH2:9][CH2:8][N:7]([CH2:12][CH2:11]2)[CH2:6]3)[CH:28]=1. The catalyst is CN(C)C=O. The yield is 0.482. The reactants are Cl.Cl.[NH2:3][CH2:4][C@@:5]1([OH:13])[CH:10]2[CH2:11][CH2:12][N:7]([CH2:8][CH2:9]2)[CH2:6]1.C([O-])([O-])=O.[Cs+].[Cs+].[N:20]([C:23]1[CH:28]=[C:27]([O:29][CH3:30])[N:26]=[CH:25][N:24]=1)=[C:21]=S.C(N=C=NC(C)C)(C)C. (2) The reactants are C(O)(=O)C.[Br:5][C:6]1[CH:11]=[CH:10][C:9]([CH:12]2[CH2:14][O:13]2)=[CH:8][CH:7]=1.O. The catalyst is C1(C)C=CC=CC=1.C1COCC1. The product is [Br:5][C:6]1[CH:11]=[CH:10][C:9]([C@@H:12]2[CH2:14][O:13]2)=[CH:8][CH:7]=1. The yield is 0.820. (3) The reactants are [CH3:1][C:2]([C:4]1[C:9]([Cl:10])=[C:8]([F:11])[CH:7]=[CH:6][C:5]=1[Cl:12])=[O:3].[H-].[Al+3].[Li+].[H-].[H-].[H-].[OH-].[Na+].[O-]S([O-])(=O)=O.[Mg+2]. The catalyst is C1COCC1.O. The product is [Cl:10][C:9]1[C:8]([F:11])=[CH:7][CH:6]=[C:5]([Cl:12])[C:4]=1[CH:2]([OH:3])[CH3:1]. The yield is 0.950.